Dataset: NCI-60 drug combinations with 297,098 pairs across 59 cell lines. Task: Regression. Given two drug SMILES strings and cell line genomic features, predict the synergy score measuring deviation from expected non-interaction effect. (1) Drug 1: CC=C1C(=O)NC(C(=O)OC2CC(=O)NC(C(=O)NC(CSSCCC=C2)C(=O)N1)C(C)C)C(C)C. Drug 2: C1CC(=O)NC(=O)C1N2C(=O)C3=CC=CC=C3C2=O. Cell line: COLO 205. Synergy scores: CSS=39.1, Synergy_ZIP=5.85, Synergy_Bliss=1.32, Synergy_Loewe=-50.4, Synergy_HSA=-0.970. (2) Drug 1: C1=C(C(=O)NC(=O)N1)F. Drug 2: C(CC(=O)O)C(=O)CN.Cl. Cell line: CAKI-1. Synergy scores: CSS=33.5, Synergy_ZIP=6.61, Synergy_Bliss=6.88, Synergy_Loewe=4.53, Synergy_HSA=10.2. (3) Drug 1: CCC1=C2CN3C(=CC4=C(C3=O)COC(=O)C4(CC)O)C2=NC5=C1C=C(C=C5)O. Drug 2: N.N.Cl[Pt+2]Cl. Cell line: OVCAR-8. Synergy scores: CSS=38.8, Synergy_ZIP=-8.24, Synergy_Bliss=-2.56, Synergy_Loewe=1.78, Synergy_HSA=3.70.